From a dataset of Catalyst prediction with 721,799 reactions and 888 catalyst types from USPTO. Predict which catalyst facilitates the given reaction. (1) Reactant: [C:1]([NH:4][CH2:5][CH2:6][CH:7]1[C:15]2[C:10](=[CH:11][CH:12]=[C:13]([NH:17][C:18](=[O:31])[CH2:19][CH2:20][CH:21]([O:23]CC3C=CC=CC=3)[CH3:22])[C:14]=2O)[CH2:9][CH2:8]1)(=[O:3])[CH3:2].[C:32]1([CH3:42])[CH:37]=[CH:36][C:35](S([O-])(=O)=O)=[CH:34][CH:33]=1.[NH+]1C=CC=CC=1. Product: [CH2:42]([O:23][CH:21]([CH3:22])[CH2:20][CH2:19][C:18]1[O:31][C:14]2[C:15]3[CH:7]([CH2:6][CH2:5][NH:4][C:1](=[O:3])[CH3:2])[CH2:8][CH2:9][C:10]=3[CH:11]=[CH:12][C:13]=2[N:17]=1)[C:32]1[CH:37]=[CH:36][CH:35]=[CH:34][CH:33]=1. The catalyst class is: 113. (2) Product: [C:1]1([C:7]2[CH:8]=[CH:9][C:10]3[O:14][C:13]([CH2:15][OH:16])=[N:12][C:11]=3[CH:20]=2)[CH:2]=[CH:3][CH:4]=[CH:5][CH:6]=1. The catalyst class is: 5. Reactant: [C:1]1([C:7]2[CH:8]=[CH:9][C:10]3[O:14][C:13]([CH2:15][O:16]C(=O)C)=[N:12][C:11]=3[CH:20]=2)[CH:6]=[CH:5][CH:4]=[CH:3][CH:2]=1.C([O-])([O-])=O.[K+].[K+]. (3) Reactant: [CH:1]1([N:4]([CH2:18][C:19]2[O:23][C:22]([C:24]([O:26]CC)=O)=[N:21][N:20]=2)[S:5]([C:8]2[C:13]([CH3:14])=[CH:12][C:11]([O:15][CH3:16])=[CH:10][C:9]=2[CH3:17])(=[O:7])=[O:6])[CH2:3][CH2:2]1.[CH3:29][NH:30][CH2:31][C:32]1[CH:37]=[CH:36][C:35]([CH2:38][N:39]2[CH2:43][CH2:42][CH2:41][CH2:40]2)=[CH:34][CH:33]=1.C[Al](C)C. Product: [NH3:4].[CH:1]1([N:4]([CH2:18][C:19]2[O:23][C:22]([C:24]([N:30]([CH3:29])[CH2:31][C:32]3[CH:33]=[CH:34][C:35]([CH2:38][N:39]4[CH2:43][CH2:42][CH2:41][CH2:40]4)=[CH:36][CH:37]=3)=[O:26])=[N:21][N:20]=2)[S:5]([C:8]2[C:13]([CH3:14])=[CH:12][C:11]([O:15][CH3:16])=[CH:10][C:9]=2[CH3:17])(=[O:6])=[O:7])[CH2:2][CH2:3]1. The catalyst class is: 26. (4) Reactant: [CH2:1]([C:3]1[CH:12]=[C:11]([C:13]([F:16])([F:15])[F:14])[C:10]2[C:9](=[O:17])[NH:8][C@@H:7]3[CH2:18][N:19](C(OC(C)(C)C)=O)[CH2:20][C@H:6]3[C:5]=2[CH:4]=1)[CH3:2].[ClH:28]. Product: [ClH:28].[CH2:1]([C:3]1[CH:12]=[C:11]([C:13]([F:14])([F:15])[F:16])[C:10]2[C:9](=[O:17])[NH:8][C@@H:7]3[CH2:18][NH:19][CH2:20][C@H:6]3[C:5]=2[CH:4]=1)[CH3:2]. The catalyst class is: 27.